Predict which catalyst facilitates the given reaction. From a dataset of Catalyst prediction with 721,799 reactions and 888 catalyst types from USPTO. (1) Reactant: [O:1]=[C:2]1[CH2:10][C:9]2[C:4](=[CH:5][CH:6]=[C:7]([C:11]#[N:12])[CH:8]=2)[NH:3]1.CC(C1C=C(C(C)C)C(C2C=CC=CC=2P(C2CCCCC2)C2CCCCC2)=C(C(C)C)C=1)C.C([O-])([O-])=O.[K+].[K+].Cl[C:54]1[CH:63]=[CH:62][C:61]2[CH2:60][N:59]([C:64]([O:66][C:67]([CH3:70])([CH3:69])[CH3:68])=[O:65])[CH2:58][CH2:57][C:56]=2[N:55]=1. Product: [C:11]([C:7]1[CH:8]=[C:9]2[C:4](=[CH:5][CH:6]=1)[NH:3][C:2](=[O:1])[CH:10]2[C:54]1[CH:63]=[CH:62][C:61]2[CH2:60][N:59]([C:64]([O:66][C:67]([CH3:70])([CH3:69])[CH3:68])=[O:65])[CH2:58][CH2:57][C:56]=2[N:55]=1)#[N:12]. The catalyst class is: 110. (2) Reactant: C([N:8]1[CH2:12][CH2:11][CH:10]([C:13]([F:24])([F:23])[CH2:14][O:15]CC2C=CC=CC=2)[CH2:9]1)C1C=CC=CC=1. Product: [F:23][C:13]([F:24])([CH:10]1[CH2:11][CH2:12][NH:8][CH2:9]1)[CH2:14][OH:15]. The catalyst class is: 19. (3) Reactant: [CH3:1][O:2][C:3]1[CH:11]=[CH:10][C:6]([C:7]([OH:9])=O)=[CH:5][C:4]=1[NH:12][C:13](=[O:21])[CH2:14][N:15]1[CH2:20][CH2:19][O:18][CH2:17][CH2:16]1.[C:22]1([C:29]2[CH:34]=[CH:33][CH:32]=[CH:31][CH:30]=2)[CH:27]=[CH:26][C:25]([NH2:28])=[CH:24][CH:23]=1.C(N(C(C)C)CC)(C)C.F[P-](F)(F)(F)(F)F.N1(O[P+](N2CCCC2)(N2CCCC2)N2CCCC2)C2C=CC=CC=2N=N1. Product: [C:22]1([C:29]2[CH:34]=[CH:33][CH:32]=[CH:31][CH:30]=2)[CH:23]=[CH:24][C:25]([NH:28][C:7](=[O:9])[C:6]2[CH:10]=[CH:11][C:3]([O:2][CH3:1])=[C:4]([NH:12][C:13](=[O:21])[CH2:14][N:15]3[CH2:20][CH2:19][O:18][CH2:17][CH2:16]3)[CH:5]=2)=[CH:26][CH:27]=1. The catalyst class is: 18. (4) Reactant: [CH3:1][CH:2]1[CH2:8][CH:7]2[CH:9]([NH2:10])[CH:4]([CH2:5][CH2:6]2)[CH2:3]1.[Cl:11][C:12]1[S:16][C:15]([S:17](Cl)(=[O:19])=[O:18])=[CH:14][CH:13]=1.N1C=CC=CC=1. Product: [CH3:1][CH:2]1[CH2:3][CH:4]2[CH:9]([NH:10][S:17]([C:15]3[S:16][C:12]([Cl:11])=[CH:13][CH:14]=3)(=[O:19])=[O:18])[CH:7]([CH2:6][CH2:5]2)[CH2:8]1. The catalyst class is: 2. (5) Reactant: [C:1]1([N:7]([C:14]2[CH:15]=[C:16]([OH:20])[CH:17]=[CH:18][CH:19]=2)[C:8]2[CH:13]=[CH:12][CH:11]=[CH:10][CH:9]=2)[CH:6]=[CH:5][CH:4]=[CH:3][CH:2]=1.[C:21](OCC)(=[O:26])[CH2:22][C:23]([CH3:25])=O.[N+](C1C=CC=CC=1)([O-])=O.[Cl-].[Cl-].[Cl-].[Al+3].Cl. Product: [C:1]1([N:7]([C:14]2[CH:15]=[C:16]3[C:17]([C:23]([CH3:25])=[CH:22][C:21](=[O:26])[O:20]3)=[CH:18][CH:19]=2)[C:8]2[CH:13]=[CH:12][CH:11]=[CH:10][CH:9]=2)[CH:6]=[CH:5][CH:4]=[CH:3][CH:2]=1. The catalyst class is: 13.